This data is from Full USPTO retrosynthesis dataset with 1.9M reactions from patents (1976-2016). The task is: Predict the reactants needed to synthesize the given product. (1) Given the product [CH2:41]([NH:43][C:11](=[O:12])[NH:10][CH2:9][CH:8]([C:21]1[O:22][CH:23]=[C:24]([C:26]2[CH:31]=[CH:30][C:29]([C:32]([F:35])([F:33])[F:34])=[CH:28][CH:27]=2)[N:25]=1)[O:7][C:6]1[C:5]([F:40])=[C:4]([C:38]([F:39])=[CH:37][CH:36]=1)[C:1]([NH2:2])=[O:3])[CH3:42], predict the reactants needed to synthesize it. The reactants are: [C:1]([C:4]1[C:5]([F:40])=[C:6]([CH:36]=[CH:37][C:38]=1[F:39])[O:7][CH:8]([C:21]1[O:22][CH:23]=[C:24]([C:26]2[CH:31]=[CH:30][C:29]([C:32]([F:35])([F:34])[F:33])=[CH:28][CH:27]=2)[N:25]=1)[CH2:9][NH:10][C:11](=O)[O:12]CC1C=CC=CC=1)(=[O:3])[NH2:2].[CH2:41]([N:43](CC)CC)[CH3:42].C(N=C=O)C. (2) Given the product [NH2:1][C:4]1[CH:5]=[CH:6][C:7]([C:10]2([C:14]([O:16][CH2:17][CH3:18])=[O:15])[CH2:11][CH2:12][CH2:13]2)=[CH:8][CH:9]=1, predict the reactants needed to synthesize it. The reactants are: [N+:1]([C:4]1[CH:9]=[CH:8][C:7]([C:10]2([C:14]([O:16][CH2:17][CH3:18])=[O:15])[CH2:13][CH2:12][CH2:11]2)=[CH:6][CH:5]=1)([O-])=O.